From a dataset of Peptide-MHC class I binding affinity with 185,985 pairs from IEDB/IMGT. Regression. Given a peptide amino acid sequence and an MHC pseudo amino acid sequence, predict their binding affinity value. This is MHC class I binding data. (1) The MHC is HLA-A02:01 with pseudo-sequence HLA-A02:01. The peptide sequence is LVVGEKACL. The binding affinity (normalized) is 0. (2) The binding affinity (normalized) is 0.485. The peptide sequence is ATVTGGIFL. The MHC is H-2-Db with pseudo-sequence H-2-Db. (3) The peptide sequence is FSNSGADVLY. The MHC is HLA-A23:01 with pseudo-sequence HLA-A23:01. The binding affinity (normalized) is 0. (4) The peptide sequence is YLRQRQAAL. The MHC is HLA-A69:01 with pseudo-sequence HLA-A69:01. The binding affinity (normalized) is 0.0847. (5) The peptide sequence is FFPFDTDFI. The MHC is Mamu-B17 with pseudo-sequence Mamu-B17. The binding affinity (normalized) is 0.0336.